This data is from Forward reaction prediction with 1.9M reactions from USPTO patents (1976-2016). The task is: Predict the product of the given reaction. (1) Given the reactants [CH3:1][C:2]1[CH:7]=[CH:6][CH:5]=[C:4]([N+:8]([O-])=O)[C:3]=1[NH:11][C:12]1[CH:17]=[C:16]([N:18]2[CH2:23][CH2:22][O:21][CH2:20][CH2:19]2)[N:15]=[C:14]([S:24][CH3:25])[N:13]=1.O.NN, predict the reaction product. The product is: [CH3:1][C:2]1[CH:7]=[CH:6][CH:5]=[C:4]([NH2:8])[C:3]=1[NH:11][C:12]1[CH:17]=[C:16]([N:18]2[CH2:23][CH2:22][O:21][CH2:20][CH2:19]2)[N:15]=[C:14]([S:24][CH3:25])[N:13]=1. (2) Given the reactants [CH3:1][O:2][C:3]1[CH:8]=[CH:7][CH:6]=[CH:5][C:4]=1[C:9]1[N:10](C2C=CC(C)=CC=2)[CH:11]=[C:12]([CH2:14][OH:15])[N:13]=1.[H-].[Na+].Cl[CH2:26][C:27]1[N:31]([CH3:32])[C:30]2[CH:33]=[CH:34][CH:35]=[CH:36][C:29]=2[N:28]=1.C(O[CH2:41][CH3:42])(=O)C, predict the reaction product. The product is: [CH3:1][O:2][C:3]1[CH:8]=[CH:7][CH:6]=[CH:5][C:4]=1[C:9]1[NH:10][CH:11]=[C:12]([CH2:14][O:15][CH:26]([C:27]2[N:31]([CH3:32])[C:30]3[CH:33]=[CH:34][CH:35]=[CH:36][C:29]=3[N:28]=2)[C:3]2[CH:8]=[CH:7][C:41]([CH3:42])=[CH:5][CH:4]=2)[N:13]=1. (3) Given the reactants [C:1]([O-:6])(=[O:5])[C:2]([CH3:4])=[CH2:3].[C:7]([O:12][CH2:13][CH2:14][OH:15])(=[O:11])[C:8]([CH3:10])=[CH2:9].N(C1(C#N)CCCCC1)=NC1(C#N)CCCCC1.CC(N=NC(C#N)(C)C)(C#N)C, predict the reaction product. The product is: [C:1]([O-:6])(=[O:5])[C:2]([CH3:4])=[CH2:3].[C:7]([O:12][CH2:13][CH2:14][OH:15])(=[O:11])[C:8]([CH3:10])=[CH2:9]. (4) Given the reactants C1COCC1.[Br:6][C:7]1[C:15]2[S:14][C:13]([C:16](O)=[O:17])=[CH:12][C:11]=2[C:10]([F:19])=[CH:9][CH:8]=1, predict the reaction product. The product is: [Br:6][C:7]1[C:15]2[S:14][C:13]([CH2:16][OH:17])=[CH:12][C:11]=2[C:10]([F:19])=[CH:9][CH:8]=1. (5) The product is: [Cl:1][C:2]1[C:11]([NH:15][NH2:16])=[N:10][C:9]2[C:4](=[CH:5][CH:6]=[C:7]([Cl:13])[CH:8]=2)[N:3]=1. Given the reactants [Cl:1][C:2]1[C:11](Cl)=[N:10][C:9]2[C:4](=[CH:5][CH:6]=[C:7]([Cl:13])[CH:8]=2)[N:3]=1.O.[NH2:15][NH2:16], predict the reaction product. (6) Given the reactants [CH:1]1([CH:7]2[N:11]([C:12]3[CH:17]=[CH:16][C:15]([C:18]4[CH:22]=[CH:21][O:20][N:19]=4)=[CH:14][CH:13]=3)[C:10](=[O:23])[C:9]([OH:24])=[C:8]2[C:25](=[O:35])[C:26]2[CH:31]=[CH:30][C:29]([C:32]([OH:34])=O)=[CH:28][CH:27]=2)[CH2:6][CH2:5][CH2:4][CH2:3][CH2:2]1.Cl.CN.O[N:40]1[C:44]2C=CC=CC=2N=N1.CN(C)C1C=C[NH+]=CC=1.Cl.C(N=C=NCCCN(C)C)C.C(N(CC)CC)C, predict the reaction product. The product is: [CH:1]1([CH:7]2[N:11]([C:12]3[CH:17]=[CH:16][C:15]([C:18]4[CH:22]=[CH:21][O:20][N:19]=4)=[CH:14][CH:13]=3)[C:10](=[O:23])[C:9]([OH:24])=[C:8]2[C:25](=[O:35])[C:26]2[CH:31]=[CH:30][C:29]([C:32](=[O:34])[NH:40][CH3:44])=[CH:28][CH:27]=2)[CH2:2][CH2:3][CH2:4][CH2:5][CH2:6]1.